This data is from Full USPTO retrosynthesis dataset with 1.9M reactions from patents (1976-2016). The task is: Predict the reactants needed to synthesize the given product. (1) Given the product [CH2:1]([O:3][C:4]1[CH:5]=[C:6]([CH:9]=[CH:10][C:11]=1[N:19]1[CH:23]=[CH:22][N:21]=[CH:20]1)[CH:7]=[O:8])[CH3:2], predict the reactants needed to synthesize it. The reactants are: [CH2:1]([O:3][C:4]1[CH:5]=[C:6]([CH:9]=[CH:10][C:11]=1F)[CH:7]=[O:8])[CH3:2].C(=O)([O-])[O-].[K+].[K+].[NH:19]1[CH:23]=[CH:22][N:21]=[CH:20]1. (2) Given the product [CH3:1][O:2][CH2:3][C:4]([CH3:9])([CH3:8])[C:5](=[O:6])[CH2:12][C:11]#[N:13], predict the reactants needed to synthesize it. The reactants are: [CH3:1][O:2][C:3](=O)[C:4]([CH3:9])([CH3:8])[CH2:5][O:6]C.[C:11](#[N:13])[CH3:12].[H-].[Na+].Cl.